This data is from NCI-60 drug combinations with 297,098 pairs across 59 cell lines. The task is: Regression. Given two drug SMILES strings and cell line genomic features, predict the synergy score measuring deviation from expected non-interaction effect. (1) Synergy scores: CSS=52.4, Synergy_ZIP=0.520, Synergy_Bliss=-0.637, Synergy_Loewe=-8.42, Synergy_HSA=4.70. Cell line: HOP-62. Drug 1: C1=CC(=CC=C1C#N)C(C2=CC=C(C=C2)C#N)N3C=NC=N3. Drug 2: C1=CN(C(=O)N=C1N)C2C(C(C(O2)CO)O)O.Cl. (2) Drug 2: COC1=C2C(=CC3=C1OC=C3)C=CC(=O)O2. Synergy scores: CSS=0.467, Synergy_ZIP=-0.785, Synergy_Bliss=-1.74, Synergy_Loewe=-3.84, Synergy_HSA=-3.15. Drug 1: C1=NC2=C(N=C(N=C2N1C3C(C(C(O3)CO)O)O)F)N. Cell line: HT29. (3) Synergy scores: CSS=35.1, Synergy_ZIP=-8.38, Synergy_Bliss=0.445, Synergy_Loewe=-18.3, Synergy_HSA=2.02. Cell line: SN12C. Drug 2: C1CN(CCN1C(=O)CCBr)C(=O)CCBr. Drug 1: CC1OCC2C(O1)C(C(C(O2)OC3C4COC(=O)C4C(C5=CC6=C(C=C35)OCO6)C7=CC(=C(C(=C7)OC)O)OC)O)O. (4) Drug 1: CC(C)CN1C=NC2=C1C3=CC=CC=C3N=C2N. Drug 2: C1C(C(OC1N2C=NC3=C2NC=NCC3O)CO)O. Cell line: SNB-19. Synergy scores: CSS=1.63, Synergy_ZIP=6.61, Synergy_Bliss=2.73, Synergy_Loewe=-2.40, Synergy_HSA=0.134.